This data is from Reaction yield outcomes from USPTO patents with 853,638 reactions. The task is: Predict the reaction yield, written as a fraction of the theoretical maximum amount of product (1.0 means a 100% yield; for example, 0.34 means a 34% yield). (1) The reactants are [CH2:1]([C@H:3]1[C@@H:7]([C:8]2[N:12]3[C:13]4[CH:19]=[CH:18][N:17](S(C5C=CC(C)=CC=5)(=O)=O)[C:14]=4[N:15]=[CH:16][C:11]3=[N:10][N:9]=2)[CH2:6][C@@H:5]([CH2:30][CH2:31][C:32]#[N:33])[CH2:4]1)[CH3:2].[OH-].[Na+].O.P(=O)(O)(O)O. The catalyst is C1COCC1. The product is [CH2:1]([C@H:3]1[C@@H:7]([C:8]2[N:12]3[C:13]4[CH:19]=[CH:18][NH:17][C:14]=4[N:15]=[CH:16][C:11]3=[N:10][N:9]=2)[CH2:6][C@@H:5]([CH2:30][CH2:31][C:32]#[N:33])[CH2:4]1)[CH3:2]. The yield is 0.660. (2) The reactants are [CH3:1][C@@:2]([OH:30])([C:26]([CH3:29])([CH3:28])[CH3:27])[C@@H:3]1[C@@:8]2([O:24][CH3:25])[C@@H:9]3[O:23][C:18]4=[C:19]([OH:22])[CH:20]=[CH:21][C:16]5=[C:17]4[C@:10]43[CH2:11][CH2:12][NH:13][C@H:14]([CH2:15]5)[C@@:5]4([CH2:6][CH2:7]2)[CH2:4]1.C([O-])(O)=O.[Na+].[CH:36]1([CH2:39]Br)[CH2:38][CH2:37]1. The catalyst is CN1CCCC1.O. The product is [CH3:1][C@@:2]([OH:30])([C:26]([CH3:29])([CH3:28])[CH3:27])[C@@H:3]1[C@:8]2([O:24][CH3:25])[C@@H:9]3[O:23][C:18]4=[C:19]([OH:22])[CH:20]=[CH:21][C:16]5=[C:17]4[C@:10]43[CH2:11][CH2:12][N:13]([CH2:39][CH:36]3[CH2:38][CH2:37]3)[C@H:14]([CH2:15]5)[C@@:5]4([CH2:6][CH2:7]2)[CH2:4]1. The yield is 0.860. (3) The reactants are [CH3:1][O:2][C:3]([C:5]1[C:10](=[O:11])[NH:9][C:8]2[S:12][CH:13]=[CH:14][C:7]=2[CH:6]=1)=[O:4].C1C=CC(N([S:22]([C:25]([F:28])([F:27])[F:26])(=[O:24])=[O:23])[S:22]([C:25]([F:28])([F:27])[F:26])(=[O:24])=[O:23])=CC=1.O. The catalyst is CN(C)C1C=CN=CC=1.ClCCl. The product is [CH3:1][O:2][C:3]([C:5]1[CH:6]=[C:7]2[CH:14]=[CH:13][S:12][C:8]2=[N:9][C:10]=1[O:11][S:22]([C:25]([F:28])([F:27])[F:26])(=[O:24])=[O:23])=[O:4]. The yield is 0.680. (4) The reactants are [N+:1]([C:4]1[N:9]=[CH:8][C:7]([N:10]2[CH2:15][CH2:14][O:13][CH2:12][CH2:11]2)=[CH:6][CH:5]=1)([O-])=O. The catalyst is C1COCC1.[Ni]. The product is [N:10]1([C:7]2[CH:6]=[CH:5][C:4]([NH2:1])=[N:9][CH:8]=2)[CH2:15][CH2:14][O:13][CH2:12][CH2:11]1. The yield is 0.780. (5) The reactants are [CH:1]1[C:6]2[C:7]([C:16]3[CH:23]=[CH:22][C:19]([CH:20]=[O:21])=[CH:18][C:17]=3[F:24])=[N:8][C:9]3[CH:15]=[CH:14][CH:13]=[CH:12][C:10]=3[O:11][C:5]=2[CH:4]=[CH:3][CH:2]=1.C(N(CC)CC)C.[C-]#N.[K+].[OH:35][C:36](C)(C)C#N. The catalyst is CO. The product is [CH:1]1[C:6]2[C:7]([C:16]3[CH:23]=[CH:22][C:19]([C:20]([O:35][CH3:36])=[O:21])=[CH:18][C:17]=3[F:24])=[N:8][C:9]3[CH:15]=[CH:14][CH:13]=[CH:12][C:10]=3[O:11][C:5]=2[CH:4]=[CH:3][CH:2]=1. The yield is 0.560.